Dataset: Forward reaction prediction with 1.9M reactions from USPTO patents (1976-2016). Task: Predict the product of the given reaction. (1) Given the reactants [C:1]([O:5][C:6]([NH:8][C@@H:9]([CH2:14][C:15]1[CH:20]=[CH:19][N:18]=[C:17]([O:21][CH3:22])[CH:16]=1)[C:10]([O:12]C)=[O:11])=[O:7])([CH3:4])([CH3:3])[CH3:2].CO.[OH-].[Li+].O1CCOCC1.Cl, predict the reaction product. The product is: [C:1]([O:5][C:6]([NH:8][C@@H:9]([CH2:14][C:15]1[CH:20]=[CH:19][N:18]=[C:17]([O:21][CH3:22])[CH:16]=1)[C:10]([OH:12])=[O:11])=[O:7])([CH3:3])([CH3:4])[CH3:2]. (2) Given the reactants CC[Mg+].[Br-].C[C:6]([OH:9])(C)C.[CH3:10][C:11]([CH3:13])=[O:12].[Br:14][CH:15]([CH2:23][CH3:24])[C:16]([C:18]1[CH:22]=[CH:21][S:20][CH:19]=1)=[O:17], predict the reaction product. The product is: [Br:14][CH:15]([CH2:23][CH3:24])[C:16]([C:18]1[CH:22]=[CH:21][S:20][CH:19]=1)=[O:17].[S:20]1[CH:21]=[CH:22][C:18]([CH:16]([CH2:15][CH3:23])[C:6](=[O:9])[CH2:10][C:11](=[O:12])[CH3:13])=[CH:19]1. (3) Given the reactants [CH3:1][C@H:2]1[C@H:11]2[C@@:6]([C:17]3[CH:22]=[CH:21][CH:20]=[CH:19][CH:18]=3)([C:7](=O)[CH:8]([C:12](OC)=[O:13])[CH2:9][CH2:10]2)[CH2:5][CH2:4][C:3]21[O:26][CH2:25][CH2:24][O:23]2.CC(C)([O-])C.[K+].Cl.[F:34][C:35]1[CH:43]=[CH:42][CH:41]=[CH:40][C:36]=1[C:37](=[NH:39])[NH2:38], predict the reaction product. The product is: [F:34][C:35]1[CH:43]=[CH:42][CH:41]=[CH:40][C:36]=1[C:37]1[N:38]=[C:12]([OH:13])[C:8]2[CH2:9][CH2:10][C@H:11]3[C@H:2]([CH3:1])[C:3]4([CH2:4][CH2:5][C@:6]3([C:17]3[CH:22]=[CH:21][CH:20]=[CH:19][CH:18]=3)[C:7]=2[N:39]=1)[O:23][CH2:24][CH2:25][O:26]4.